From a dataset of Forward reaction prediction with 1.9M reactions from USPTO patents (1976-2016). Predict the product of the given reaction. (1) Given the reactants [F:1][C:2]1[CH:30]=[C:29]([N+:31]([O-])=O)[CH:28]=[CH:27][C:3]=1[O:4][C:5]1[CH:10]=[CH:9][N:8]=[C:7]([NH:11][C:12]([N:14]2[CH2:19][CH2:18][CH:17]([N:20]3[CH2:25][CH2:24][CH:23]([OH:26])[CH2:22][CH2:21]3)[CH2:16][CH2:15]2)=[O:13])[CH:6]=1, predict the reaction product. The product is: [NH2:31][C:29]1[CH:28]=[CH:27][C:3]([O:4][C:5]2[CH:10]=[CH:9][N:8]=[C:7]([NH:11][C:12]([N:14]3[CH2:19][CH2:18][CH:17]([N:20]4[CH2:21][CH2:22][CH:23]([OH:26])[CH2:24][CH2:25]4)[CH2:16][CH2:15]3)=[O:13])[CH:6]=2)=[C:2]([F:1])[CH:30]=1. (2) The product is: [ClH:1].[ClH:1].[NH2:3][C@H:4]1[CH2:5][CH2:6][C@H:7]([NH:10][C:11]2[N:19]=[C:18]3[C:14]([N:15]=[CH:16][N:17]3[CH:20]3[CH2:21][CH2:22][CH2:23][CH2:24]3)=[C:13]([NH:25][C:26]3[CH:33]=[CH:32][C:29]([C:30]4[NH:41][N:40]=[N:39][N:31]=4)=[CH:28][CH:27]=3)[N:12]=2)[CH2:8][CH2:9]1. Given the reactants [ClH:1].Cl.[NH2:3][C@H:4]1[CH2:9][CH2:8][C@H:7]([NH:10][C:11]2[N:19]=[C:18]3[C:14]([N:15]=[CH:16][N:17]3[CH:20]3[CH2:24][CH2:23][CH2:22][CH2:21]3)=[C:13]([NH:25][C:26]3[CH:33]=[CH:32][C:29]([C:30]#[N:31])=[CH:28][CH:27]=3)[N:12]=2)[CH2:6][CH2:5]1.O1CCCC1.[N:39]([Sn](CCCC)(CCCC)CCCC)=[N+:40]=[N-:41], predict the reaction product. (3) Given the reactants [CH3:1][O:2][C:3]1[CH:4]=[CH:5][CH:6]=[C:7]2[C:12]=1[NH:11][C:10](=[O:13])[C:9]([C:14](OCC)=[O:15])=[CH:8]2.C1(C)C=CC=CC=1.CC(C[AlH]CC(C)C)C, predict the reaction product. The product is: [OH:15][CH2:14][C:9]1[C:10](=[O:13])[NH:11][C:12]2[C:7]([CH:8]=1)=[CH:6][CH:5]=[CH:4][C:3]=2[O:2][CH3:1].